Dataset: Retrosynthesis with 50K atom-mapped reactions and 10 reaction types from USPTO. Task: Predict the reactants needed to synthesize the given product. (1) Given the product CC(C)(O)C(=O)NCCn1ccc2ncnc(Nc3ccc(Oc4cccc5sncc45)c(Cl)c3)c21, predict the reactants needed to synthesize it. The reactants are: CC(C)(O)C(=O)O.NCCn1ccc2ncnc(Nc3ccc(Oc4cccc5sncc45)c(Cl)c3)c21. (2) Given the product Cc1ccc(NC(=O)c2ccc(CN3CCN(C(=O)OC(C)(C)C)CC3)c(C(F)(F)F)c2)cc1Nc1nccc(-c2cncc(Br)c2)n1, predict the reactants needed to synthesize it. The reactants are: CC(C)(C)OC(=O)N1CCN(Cc2ccc(C(=O)O)cc2C(F)(F)F)CC1.Cc1ccc(N)cc1Nc1nccc(-c2cncc(Br)c2)n1. (3) Given the product Cc1oncc1Cn1c2c(c3cc(C(=O)N4CCC(C)CC4)ccc31)CNCC2, predict the reactants needed to synthesize it. The reactants are: Cc1oncc1Cn1c2c(c3cc(C(=O)N4CCC(C)CC4)ccc31)CN(C(=O)OC(C)(C)C)CC2. (4) Given the product CC1(N2CCC(N3C(=O)C[C@H]4CCCC[C@@H]43)CC2)CCN(C(=O)C2CC2)CC1, predict the reactants needed to synthesize it. The reactants are: CC1(N2CCC(N3C(=O)C[C@H]4CCCC[C@@H]43)CC2)CCNCC1.O=C(O)C1CC1.